From a dataset of Full USPTO retrosynthesis dataset with 1.9M reactions from patents (1976-2016). Predict the reactants needed to synthesize the given product. (1) Given the product [CH2:1]([NH:8][C:9](=[O:31])[N:10]([C:12]1[CH:13]=[C:14]([C:18]2[CH:23]=[CH:22][C:21]([CH2:24][CH2:25][C:26]([O:28][CH3:29])=[O:27])=[CH:20][C:19]=2[O:30][CH2:33][CH2:34][CH:35]([CH3:37])[CH3:36])[CH:15]=[CH:16][CH:17]=1)[CH3:11])[CH2:2][CH2:3][CH2:4][CH2:5][CH2:6][CH3:7], predict the reactants needed to synthesize it. The reactants are: [CH2:1]([NH:8][C:9](=[O:31])[N:10]([C:12]1[CH:13]=[C:14]([C:18]2[CH:23]=[CH:22][C:21]([CH2:24][CH2:25][C:26]([O:28][CH3:29])=[O:27])=[CH:20][C:19]=2[OH:30])[CH:15]=[CH:16][CH:17]=1)[CH3:11])[CH2:2][CH2:3][CH2:4][CH2:5][CH2:6][CH3:7].Br[CH2:33][CH2:34][CH:35]([CH3:37])[CH3:36].C(=O)([O-])[O-].[K+].[K+].[I-].[Na+]. (2) Given the product [Cl:36][C:30]1[CH:31]=[CH:32][CH:33]=[C:34]([Cl:35])[C:29]=1[C:28]([NH:27][C@@H:9]([CH2:10]/[CH:11]=[CH:12]/[C:13]1[CH:18]=[CH:17][C:16]([C:19]2([O:25][CH3:26])[CH2:24][CH2:23][O:22][CH2:21][CH2:20]2)=[CH:15][CH:14]=1)[C:8]([OH:38])=[O:7])=[O:37], predict the reactants needed to synthesize it. The reactants are: C1COCC1.C[O:7][C:8](=[O:38])[C@@H:9]([NH:27][C:28](=[O:37])[C:29]1[C:34]([Cl:35])=[CH:33][CH:32]=[CH:31][C:30]=1[Cl:36])[CH2:10]/[CH:11]=[CH:12]/[C:13]1[CH:18]=[CH:17][C:16]([C:19]2([O:25][CH3:26])[CH2:24][CH2:23][O:22][CH2:21][CH2:20]2)=[CH:15][CH:14]=1.O.O.O.O.O.O.O.O.[OH-].[Ba+2].[OH-]. (3) Given the product [Cl:37][C:32]1[CH:33]=[C:34]2[C:29](=[CH:30][CH:31]=1)[CH:28]=[C:27]([S:24]([NH:23][C@H:20]1[CH2:21][CH2:22][N:18]([C@@H:16]([CH3:17])[C:15]([N:11]3[CH2:12][CH2:13][CH2:14][CH:9]([NH:8][CH2:1][CH3:2])[CH2:10]3)=[O:39])[C:19]1=[O:38])(=[O:26])=[O:25])[CH:36]=[CH:35]2, predict the reactants needed to synthesize it. The reactants are: [CH:1](=O)[CH3:2].C(O)(=O)C.[NH2:8][CH:9]1[CH2:14][CH2:13][CH2:12][N:11]([C:15](=[O:39])[C@@H:16]([N:18]2[CH2:22][CH2:21][C@H:20]([NH:23][S:24]([C:27]3[CH:36]=[CH:35][C:34]4[C:29](=[CH:30][CH:31]=[C:32]([Cl:37])[CH:33]=4)[CH:28]=3)(=[O:26])=[O:25])[C:19]2=[O:38])[CH3:17])[CH2:10]1.C(O[BH-](OC(=O)C)OC(=O)C)(=O)C.C([N+](CC)(CC)CC)C.